The task is: Predict the product of the given reaction.. This data is from Forward reaction prediction with 1.9M reactions from USPTO patents (1976-2016). (1) Given the reactants [Cl-].[Ca+2].[Cl-].[BH4-].[Na+].C(O)C.[Cl:9][C:10]1[CH:15]=[CH:14][C:13]([CH2:16][N:17]2[C:21]([CH3:22])=[C:20]([C:23]3[CH:28]=[CH:27][C:26]([C:29]#[N:30])=[CH:25][CH:24]=3)[C:19]([C:31]#[N:32])=[C:18]2[CH3:33])=[CH:12][C:11]=1/[CH:34]=[CH:35]/[C:36](OCC)=[O:37], predict the reaction product. The product is: [Cl:9][C:10]1[CH:15]=[CH:14][C:13]([CH2:16][N:17]2[C:21]([CH3:22])=[C:20]([C:23]3[CH:24]=[CH:25][C:26]([C:29]#[N:30])=[CH:27][CH:28]=3)[C:19]([C:31]#[N:32])=[C:18]2[CH3:33])=[CH:12][C:11]=1[CH2:34][CH2:35][CH2:36][OH:37]. (2) Given the reactants [CH2:1]([S:5]([N:8]([CH2:22][CH:23]=C)[C:9]1[CH:10]=[C:11]([CH:16]=[C:17]([CH2:19][CH2:20][CH3:21])[CH:18]=1)[C:12]([O:14][CH3:15])=[O:13])(=[O:7])=[O:6])[CH2:2][CH:3]=C, predict the reaction product. The product is: [O:6]=[S:5]1(=[O:7])[CH2:1][CH2:2][CH:3]=[CH:23][CH2:22][N:8]1[C:9]1[CH:10]=[C:11]([CH:16]=[C:17]([CH2:19][CH2:20][CH3:21])[CH:18]=1)[C:12]([O:14][CH3:15])=[O:13]. (3) Given the reactants [CH:1]1([S:4]([C:7]2[CH:12]=[CH:11][C:10]([CH:13]([CH2:27][CH:28]3[CH2:33][CH2:32][O:31][CH2:30][CH2:29]3)[C:14](=O)[CH2:15][CH2:16][C:17]([C:19]3[CH:24]=[CH:23][C:22]([F:25])=[CH:21][N:20]=3)=O)=[CH:9][CH:8]=2)(=[O:6])=[O:5])[CH2:3][CH2:2]1.C([O-])(=O)C.[NH4+:38], predict the reaction product. The product is: [CH:1]1([S:4]([C:7]2[CH:8]=[CH:9][C:10]([CH:13]([C:14]3[NH:38][C:17]([C:19]4[CH:24]=[CH:23][C:22]([F:25])=[CH:21][N:20]=4)=[CH:16][CH:15]=3)[CH2:27][CH:28]3[CH2:29][CH2:30][O:31][CH2:32][CH2:33]3)=[CH:11][CH:12]=2)(=[O:5])=[O:6])[CH2:3][CH2:2]1. (4) The product is: [OH:31][C:20]1[CH:21]=[C:22]2[C:17](=[CH:18][CH:19]=1)[C:16]([C:11]1[CH:12]=[CH:13][CH:14]=[CH:15][C:10]=1[C:9]([N:35]([CH3:36])[CH3:34])=[O:8])=[C:29]1[C:24](=[CH:25][C:26](=[O:30])[CH:27]=[CH:28]1)[O:23]2. Given the reactants O=C1CCC(=O)N1[O:8][C:9](=O)[C:10]1[CH:15]=[CH:14][CH:13]=[CH:12][C:11]=1[C:16]1[C:17]2[C:22]([O:23][C:24]3[C:29]=1[CH:28]=[CH:27][C:26](=[O:30])[CH:25]=3)=[CH:21][C:20]([OH:31])=[CH:19][CH:18]=2.Cl.[CH3:34][NH:35][CH3:36].C(N(CC)CC)C.Cl, predict the reaction product.